From a dataset of NCI-60 drug combinations with 297,098 pairs across 59 cell lines. Regression. Given two drug SMILES strings and cell line genomic features, predict the synergy score measuring deviation from expected non-interaction effect. (1) Drug 1: CNC(=O)C1=CC=CC=C1SC2=CC3=C(C=C2)C(=NN3)C=CC4=CC=CC=N4. Drug 2: COC1=CC(=CC(=C1O)OC)C2C3C(COC3=O)C(C4=CC5=C(C=C24)OCO5)OC6C(C(C7C(O6)COC(O7)C8=CC=CS8)O)O. Cell line: MDA-MB-231. Synergy scores: CSS=25.3, Synergy_ZIP=-4.07, Synergy_Bliss=-7.19, Synergy_Loewe=-21.7, Synergy_HSA=-9.81. (2) Drug 1: CC1CC(C(C(C=C(C(C(C=CC=C(C(=O)NC2=CC(=O)C(=C(C1)C2=O)OC)C)OC)OC(=O)N)C)C)O)OC. Drug 2: CCC1=C2N=C(C=C(N2N=C1)NCC3=C[N+](=CC=C3)[O-])N4CCCCC4CCO. Cell line: SK-OV-3. Synergy scores: CSS=56.8, Synergy_ZIP=4.64, Synergy_Bliss=4.42, Synergy_Loewe=-2.54, Synergy_HSA=3.89. (3) Drug 1: CS(=O)(=O)C1=CC(=C(C=C1)C(=O)NC2=CC(=C(C=C2)Cl)C3=CC=CC=N3)Cl. Drug 2: CC1C(C(CC(O1)OC2CC(CC3=C2C(=C4C(=C3O)C(=O)C5=C(C4=O)C(=CC=C5)OC)O)(C(=O)CO)O)N)O.Cl. Cell line: KM12. Synergy scores: CSS=37.5, Synergy_ZIP=-1.69, Synergy_Bliss=-3.39, Synergy_Loewe=-11.4, Synergy_HSA=-0.318. (4) Drug 1: CCC1=C2CN3C(=CC4=C(C3=O)COC(=O)C4(CC)O)C2=NC5=C1C=C(C=C5)O. Drug 2: CC(C)(C#N)C1=CC(=CC(=C1)CN2C=NC=N2)C(C)(C)C#N. Cell line: SK-OV-3. Synergy scores: CSS=3.98, Synergy_ZIP=-0.227, Synergy_Bliss=0.563, Synergy_Loewe=-5.76, Synergy_HSA=-0.349. (5) Drug 1: C1CCC(CC1)NC(=O)N(CCCl)N=O. Drug 2: B(C(CC(C)C)NC(=O)C(CC1=CC=CC=C1)NC(=O)C2=NC=CN=C2)(O)O. Cell line: NCIH23. Synergy scores: CSS=22.5, Synergy_ZIP=2.58, Synergy_Bliss=2.72, Synergy_Loewe=4.27, Synergy_HSA=4.68. (6) Drug 1: CC12CCC(CC1=CCC3C2CCC4(C3CC=C4C5=CN=CC=C5)C)O. Drug 2: C1CCC(C1)C(CC#N)N2C=C(C=N2)C3=C4C=CNC4=NC=N3. Cell line: SK-MEL-5. Synergy scores: CSS=-9.97, Synergy_ZIP=9.58, Synergy_Bliss=8.19, Synergy_Loewe=-12.3, Synergy_HSA=-10.4. (7) Drug 1: CS(=O)(=O)C1=CC(=C(C=C1)C(=O)NC2=CC(=C(C=C2)Cl)C3=CC=CC=N3)Cl. Drug 2: N.N.Cl[Pt+2]Cl. Cell line: T-47D. Synergy scores: CSS=8.38, Synergy_ZIP=-1.47, Synergy_Bliss=5.52, Synergy_Loewe=1.53, Synergy_HSA=3.93.